Dataset: Reaction yield outcomes from USPTO patents with 853,638 reactions. Task: Predict the reaction yield, written as a fraction of the theoretical maximum amount of product (1.0 means a 100% yield; for example, 0.34 means a 34% yield). The reactants are [NH2:1][CH2:2][C@:3]12[CH2:41][CH2:40][C@@H:39]([C:42]([CH3:44])=[CH2:43])[C@@H:4]1[C@@H:5]1[C@@:18]([CH3:21])([CH2:19][CH2:20]2)[C@@:17]2([CH3:22])[C@@H:8]([C@:9]3([CH3:38])[C@@H:14]([CH2:15][CH2:16]2)[C:13]([CH3:24])([CH3:23])[C:12]([C:25]2[CH:37]=[CH:36][C:28]([C:29]([O:31]C(C)(C)C)=[O:30])=[CH:27][CH:26]=2)=[CH:11][CH2:10]3)[CH2:7][CH2:6]1.C(O)(C(F)(F)F)=O. The catalyst is C(Cl)Cl. The product is [NH2:1][CH2:2][C@:3]12[CH2:41][CH2:40][C@@H:39]([C:42]([CH3:44])=[CH2:43])[C@@H:4]1[C@@H:5]1[C@@:18]([CH3:21])([CH2:19][CH2:20]2)[C@@:17]2([CH3:22])[C@@H:8]([C@:9]3([CH3:38])[C@@H:14]([CH2:15][CH2:16]2)[C:13]([CH3:24])([CH3:23])[C:12]([C:25]2[CH:37]=[CH:36][C:28]([C:29]([OH:31])=[O:30])=[CH:27][CH:26]=2)=[CH:11][CH2:10]3)[CH2:7][CH2:6]1. The yield is 0.800.